Dataset: M1 muscarinic receptor antagonist screen with 61,756 compounds. Task: Binary Classification. Given a drug SMILES string, predict its activity (active/inactive) in a high-throughput screening assay against a specified biological target. (1) The compound is S(=O)(=O)(N1CCN(CC1)c1c(cc(cc1)C)C)N(C)C. The result is 0 (inactive). (2) The result is 0 (inactive). The molecule is O(C(=O)CC(=O)Nc1c(cc(cc1C)C)C)CC. (3) The drug is o1c(CNc2c3c(ncc2C(OCC)=O)c(ccc3)C)ccc1. The result is 1 (active). (4) The molecule is OC1C2C(N3CCCCC3)CCC1CC2. The result is 0 (inactive). (5) The compound is O(C(C(=O)N1C(Cc2c1cccc2)C)C)c1ccc(NC(=O)c2occc2)cc1. The result is 0 (inactive).